This data is from Catalyst prediction with 721,799 reactions and 888 catalyst types from USPTO. The task is: Predict which catalyst facilitates the given reaction. (1) Reactant: [Cl:1][C:2]1[CH:3]=[CH:4][C:5]([O:26][CH2:27][CH:28]([CH3:30])[CH3:29])=[C:6]([CH2:8][N:9]2[C:13]([CH3:14])=[CH:12][C:11]([NH:15][C:16](=[O:25])[C:17]3[CH:22]=[CH:21][CH:20]=[CH:19][C:18]=3[CH2:23][OH:24])=[N:10]2)[CH:7]=1.CC(OI1(OC(C)=O)(OC(C)=O)OC(=O)C2C=CC=CC1=2)=O. Product: [Cl:1][C:2]1[CH:3]=[CH:4][C:5]([O:26][CH2:27][CH:28]([CH3:30])[CH3:29])=[C:6]([CH2:8][N:9]2[C:13]([CH3:14])=[CH:12][C:11]([N:15]3[C:23](=[O:24])[C:18]4[C:17](=[CH:22][CH:21]=[CH:20][CH:19]=4)[C:16]3=[O:25])=[N:10]2)[CH:7]=1. The catalyst class is: 96. (2) The catalyst class is: 3. Product: [CH2:32]([C:36]1[CH:50]=[CH:49][C:39]([O:40][C:41]2[CH:42]=[CH:43][C:44]([CH2:45][NH:46][C:4](=[O:6])[C:3]3[CH:7]=[CH:8][CH:9]=[N:10][C:2]=3[NH2:1])=[CH:47][CH:48]=2)=[CH:38][CH:37]=1)[CH2:33][CH2:34][CH3:35]. Reactant: [NH2:1][C:2]1[N:10]=[CH:9][CH:8]=[CH:7][C:3]=1[C:4]([OH:6])=O.ON1C2C=CC=CC=2N=N1.CCN=C=NCCCN(C)C.[CH2:32]([C:36]1[CH:50]=[CH:49][C:39]([O:40][C:41]2[CH:48]=[CH:47][C:44]([CH2:45][NH2:46])=[CH:43][CH:42]=2)=[CH:38][CH:37]=1)[CH2:33][CH2:34][CH3:35].C(=O)(O)[O-].[Na+]. (3) Reactant: [N:1]([CH2:4][C:5]1[N:9]([CH2:10][C:11]([N:13]2[CH2:18][CH2:17][N:16]([C:19]3[CH:24]=[CH:23][C:22]([Cl:25])=[CH:21][CH:20]=3)[CH2:15][CH2:14]2)=[O:12])[N:8]=[C:7]([C:26]([F:29])([F:28])[F:27])[C:6]=1[Cl:30])=[N+]=[N-]. Product: [NH2:1][CH2:4][C:5]1[N:9]([CH2:10][C:11]([N:13]2[CH2:14][CH2:15][N:16]([C:19]3[CH:20]=[CH:21][C:22]([Cl:25])=[CH:23][CH:24]=3)[CH2:17][CH2:18]2)=[O:12])[N:8]=[C:7]([C:26]([F:28])([F:27])[F:29])[C:6]=1[Cl:30]. The catalyst class is: 5. (4) Reactant: [CH2:1]([C@:8]1([NH:21][C:22]([O:24][C:25]([CH3:28])([CH3:27])[CH3:26])=[O:23])[C:15](=[O:16])[N:14]2[C@@H:10]([S:11][CH2:12][C@H:13]2[C:17]([O:19]C)=O)[CH2:9]1)[C:2]1[CH:7]=[CH:6][CH:5]=[CH:4][CH:3]=1.[NH3:29].COC(C)(C)C. Product: [CH2:1]([C@:8]1([NH:21][C:22]([O:24][C:25]([CH3:28])([CH3:26])[CH3:27])=[O:23])[C:15](=[O:16])[N:14]2[C@@H:10]([S:11][CH2:12][C@H:13]2[C:17]([NH2:29])=[O:19])[CH2:9]1)[C:2]1[CH:3]=[CH:4][CH:5]=[CH:6][CH:7]=1. The catalyst class is: 5. (5) Reactant: [CH3:1][C:2]1[CH:3]=[C:4]([CH:11]=[CH:12][C:13]=1[N+:14]([O-:16])=[O:15])[C:5]([O:7][CH2:8][CH:9]=[CH2:10])=[O:6].[Cl:17][C:18]1[CH:25]=[CH:24][CH:23]=[C:22]([F:26])[C:19]=1[CH:20]=[O:21].C1CCN2C(=NCCC2)CC1. Product: [Cl:17][C:18]1[CH:25]=[CH:24][CH:23]=[C:22]([F:26])[C:19]=1[CH:20]([OH:21])[CH2:1][C:2]1[CH:3]=[C:4]([CH:11]=[CH:12][C:13]=1[N+:14]([O-:16])=[O:15])[C:5]([O:7][CH2:8][CH:9]=[CH2:10])=[O:6]. The catalyst class is: 16. (6) Reactant: Cl[C:2]1[C:11]2=[N:12][N:13](CC3C=CC(OC)=CC=3)[CH:14]=[C:10]2[C:9]2[CH:8]=[C:7]([O:24][CH3:25])[CH:6]=[CH:5][C:4]=2[N:3]=1.[NH2:26][C:27]1[CH:32]=[CH:31][C:30]([N:33]2[CH2:38][CH2:37][O:36][CH2:35][C:34]2=[O:39])=[CH:29][CH:28]=1.Cl. Product: [CH3:25][O:24][C:7]1[CH:6]=[CH:5][C:4]2[N:3]=[C:2]([NH:26][C:27]3[CH:28]=[CH:29][C:30]([N:33]4[CH2:38][CH2:37][O:36][CH2:35][C:34]4=[O:39])=[CH:31][CH:32]=3)[C:11]3=[N:12][NH:13][CH:14]=[C:10]3[C:9]=2[CH:8]=1. The catalyst class is: 71. (7) Product: [C:13]([C:17]1[CH:25]=[CH:24][C:20]([C:21]([NH2:3])=[O:22])=[CH:19][CH:18]=1)([CH3:16])([CH3:15])[CH3:14]. The catalyst class is: 7. Reactant: C(N1C=CN=C1)([N:3]1C=CN=C1)=O.[C:13]([C:17]1[CH:25]=[CH:24][C:20]([C:21](O)=[O:22])=[CH:19][CH:18]=1)([CH3:16])([CH3:15])[CH3:14].O.N.